This data is from Forward reaction prediction with 1.9M reactions from USPTO patents (1976-2016). The task is: Predict the product of the given reaction. (1) Given the reactants [CH2:1]([CH:3]([C:6]1[C:7]2[N:8]([C:13]([C:17]3[S:18][C:19]([C:23]4[CH:28]=[CH:27][CH:26]=[C:25]([CH3:29])[N:24]=4)=[CH:20][C:21]=3[CH3:22])=[C:14]([CH3:16])[N:15]=2)[N:9]=[C:10]([CH3:12])[CH:11]=1)[CH2:4][CH3:5])[CH3:2].[C:30]1([S:36]([OH:39])(=[O:38])=[O:37])[CH:35]=[CH:34][CH:33]=[CH:32][CH:31]=1, predict the reaction product. The product is: [C:30]1([S:36]([OH:39])(=[O:38])=[O:37])[CH:35]=[CH:34][CH:33]=[CH:32][CH:31]=1.[CH2:1]([CH:3]([C:6]1[C:7]2[N:8]([C:13]([C:17]3[S:18][C:19]([C:23]4[CH:28]=[CH:27][CH:26]=[C:25]([CH3:29])[N:24]=4)=[CH:20][C:21]=3[CH3:22])=[C:14]([CH3:16])[N:15]=2)[N:9]=[C:10]([CH3:12])[CH:11]=1)[CH2:4][CH3:5])[CH3:2]. (2) Given the reactants [CH3:1][CH:2]([CH3:5])[CH:3]=[CH2:4].[CH3:6][CH:7]([CH3:11])[CH2:8][CH2:9][OH:10], predict the reaction product. The product is: [CH3:1][CH:2]([CH3:5])[CH2:3][CH2:4][O:10][CH2:9][CH2:8][CH:7]([CH3:11])[CH3:6]. (3) Given the reactants C([O:3][C:4](=O)[C:5]1[CH:10]=[CH:9][CH:8]=[C:7]([C:11]([F:14])([F:13])[CH3:12])[CH:6]=1)C.[H-].[Al+3].[Li+].[H-].[H-].[H-].S(=O)(=O)(O)O, predict the reaction product. The product is: [F:13][C:11]([C:7]1[CH:6]=[C:5]([CH2:4][OH:3])[CH:10]=[CH:9][CH:8]=1)([F:14])[CH3:12]. (4) Given the reactants C(O[C:9](=O)[N:10]([CH:12]([C:14](=[O:48])[NH:15][CH:16]([CH:42]1[CH2:47][CH2:46][CH2:45][CH2:44][CH2:43]1)[C:17]([N:19]1[CH2:23][CH2:22][CH:21]2[N:24]([S:38]([CH3:41])(=[O:40])=[O:39])[CH2:25][CH:26]([C:27](=[O:37])[NH:28][CH:29]([C:31]3[CH:36]=[CH:35][CH:34]=[CH:33][CH:32]=3)[CH3:30])[CH:20]12)=[O:18])[CH3:13])C)C1C=CC=CC=1, predict the reaction product. The product is: [C:31]1([CH:29]([NH:28][C:27]([CH:26]2[CH2:25][N:24]([S:38]([CH3:41])(=[O:40])=[O:39])[CH:21]3[CH2:22][CH2:23][N:19]([C:17](=[O:18])[CH:16]([CH:42]4[CH2:43][CH2:44][CH2:45][CH2:46][CH2:47]4)[NH:15][C:14](=[O:48])[CH:12]([NH:10][CH3:9])[CH3:13])[CH:20]23)=[O:37])[CH3:30])[CH:36]=[CH:35][CH:34]=[CH:33][CH:32]=1. (5) Given the reactants [Br:1][C:2]1[C:7]([OH:8])=[C:6]([O:9][CH3:10])[C:5]([O:11][CH:12]([F:14])[F:13])=[CH:4][CH:3]=1.C(=O)([O-])[O-].[K+].[K+].Br[CH2:22][C:23]1[CH:28]=[CH:27][C:26]([S:29]([CH3:32])(=[O:31])=[O:30])=[CH:25][CH:24]=1, predict the reaction product. The product is: [Br:1][C:2]1[CH:3]=[CH:4][C:5]([O:11][CH:12]([F:13])[F:14])=[C:6]([O:9][CH3:10])[C:7]=1[O:8][CH2:22][C:23]1[CH:24]=[CH:25][C:26]([S:29]([CH3:32])(=[O:31])=[O:30])=[CH:27][CH:28]=1. (6) Given the reactants [NH2:1][C:2]1[CH:15]=[CH:14][CH:13]=[CH:12][C:3]=1[C:4]([C:6]1[CH:11]=[CH:10][CH:9]=[CH:8][CH:7]=1)=[O:5].[I:16]Cl.[O-]S([O-])(=O)=O.[Na+].[Na+], predict the reaction product. The product is: [NH2:1][C:2]1[CH:15]=[CH:14][C:13]([I:16])=[CH:12][C:3]=1[C:4]([C:6]1[CH:11]=[CH:10][CH:9]=[CH:8][CH:7]=1)=[O:5]. (7) Given the reactants Br[CH2:2][CH:3](OCC)OCC.[CH2:10]([N:12]1[C:20]2[C:15](=[CH:16][C:17]([C:21]3[NH:22][C:23]4[N:24]([N:28]=[C:29]([CH3:34])[C:30]=4[C:31]([NH2:33])=[O:32])[C:25](=[O:27])[CH:26]=3)=[CH:18][CH:19]=2)[CH:14]=[N:13]1)[CH3:11].CC1C=CC(S(O)(=O)=O)=CC=1, predict the reaction product. The product is: [CH2:10]([N:12]1[C:20]2[C:15](=[CH:16][C:17]([C:21]3[NH:22][C:23]4[N:24]([N:28]=[C:29]([CH3:34])[C:30]=4[C:31]4[O:32][CH:2]=[CH:3][N:33]=4)[C:25](=[O:27])[CH:26]=3)=[CH:18][CH:19]=2)[CH:14]=[N:13]1)[CH3:11]. (8) Given the reactants [CH3:1][O:2][C@@H:3]([C@@H:21]1[CH2:25][CH2:24][CH2:23][N:22]1[C:26](=[O:45])[CH2:27][C@@H:28]([O:43][CH3:44])[C@@H:29]([N:34]([CH3:42])[C:35](=[O:41])[C@H:36]([CH:38]([CH3:40])[CH3:39])[NH2:37])[C@@H:30]([CH3:33])[CH2:31][CH3:32])[C@@H:4]([CH3:20])[C:5]([NH:7][C@H:8]([C:16]([O:18][CH3:19])=[O:17])[CH2:9][C:10]1[CH:15]=[CH:14][CH:13]=[CH:12][CH:11]=1)=[S:6].[CH:46]1[C:58]2[CH:57]([CH2:59][O:60][C:61]([N:63]([CH3:70])[C:64]([CH3:69])([C:66](O)=[O:67])[CH3:65])=[O:62])[C:56]3[C:51](=[CH:52][CH:53]=[CH:54][CH:55]=3)[C:50]=2[CH:49]=[CH:48][CH:47]=1.CN(C(ON1N=NC2C=CC=NC1=2)=[N+](C)C)C.F[P-](F)(F)(F)(F)F.C(N(C(C)C)CC)(C)C, predict the reaction product. The product is: [CH:55]1[C:56]2[CH:57]([CH2:59][O:60][C:61]([N:63]([CH3:70])[C:64]([CH3:65])([C:66]([NH:37][C@H:36]([C:35]([N:34]([C@@H:29]([C@@H:30]([CH3:33])[CH2:31][CH3:32])[C@H:28]([O:43][CH3:44])[CH2:27][C:26]([N:22]3[CH2:23][CH2:24][CH2:25][C@H:21]3[C@H:3]([O:2][CH3:1])[C@@H:4]([CH3:20])[C:5]([NH:7][C@@H:8]([CH2:9][C:10]3[CH:11]=[CH:12][CH:13]=[CH:14][CH:15]=3)[C:16]([O:18][CH3:19])=[O:17])=[S:6])=[O:45])[CH3:42])=[O:41])[CH:38]([CH3:39])[CH3:40])=[O:67])[CH3:69])=[O:62])[C:58]3[C:50](=[CH:49][CH:48]=[CH:47][CH:46]=3)[C:51]=2[CH:52]=[CH:53][CH:54]=1. (9) Given the reactants [CH3:1][C:2]1([C:12]([O:14][CH2:15][CH3:16])=[O:13])[CH2:11][CH2:10][C:5]2(OCC[O:6]2)[CH2:4][CH2:3]1.CC1C=CC(S(O)(=O)=O)=CC=1.O, predict the reaction product. The product is: [CH3:1][C:2]1([C:12]([O:14][CH2:15][CH3:16])=[O:13])[CH2:3][CH2:4][C:5](=[O:6])[CH2:10][CH2:11]1. (10) Given the reactants [CH2:1]([N:8]1[CH:17]=[C:16]([CH:18]=O)[C:15]2[C:10](=[CH:11][CH:12]=[C:13]([C:20]3[CH:21]=[C:22]([CH:29]=[CH:30][C:31]=3[CH3:32])[C:23]([NH:25][CH:26]3[CH2:28][CH2:27]3)=[O:24])[CH:14]=2)[C:9]1=[O:33])[C:2]1[CH:7]=[CH:6][CH:5]=[CH:4][CH:3]=1.[NH:34]1[CH2:38][CH2:37][CH2:36][CH2:35]1.C(O[BH-](OC(=O)C)OC(=O)C)(=O)C.[Na+], predict the reaction product. The product is: [CH2:1]([N:8]1[CH:17]=[C:16]([CH2:18][N:34]2[CH2:38][CH2:37][CH2:36][CH2:35]2)[C:15]2[C:10](=[CH:11][CH:12]=[C:13]([C:20]3[CH:21]=[C:22]([CH:29]=[CH:30][C:31]=3[CH3:32])[C:23]([NH:25][CH:26]3[CH2:28][CH2:27]3)=[O:24])[CH:14]=2)[C:9]1=[O:33])[C:2]1[CH:7]=[CH:6][CH:5]=[CH:4][CH:3]=1.